This data is from Forward reaction prediction with 1.9M reactions from USPTO patents (1976-2016). The task is: Predict the product of the given reaction. Given the reactants [Br:1][C:2]1[CH:3]=[C:4]([O:10][C:11]2[C:12]([CH3:17])=[N:13][CH:14]=[CH:15][CH:16]=2)[C:5]([C:8]#[N:9])=[N:6][CH:7]=1.S(=O)(=O)(O)[OH:19].[OH-].[Na+], predict the reaction product. The product is: [Br:1][C:2]1[CH:3]=[C:4]([O:10][C:11]2[C:12]([CH3:17])=[N:13][CH:14]=[CH:15][CH:16]=2)[C:5]([C:8]([NH2:9])=[O:19])=[N:6][CH:7]=1.